This data is from Retrosynthesis with 50K atom-mapped reactions and 10 reaction types from USPTO. The task is: Predict the reactants needed to synthesize the given product. (1) Given the product CCOC(=O)C(=Cc1ccc(F)cc1)C(=O)C(C)C, predict the reactants needed to synthesize it. The reactants are: CCOC(=O)CC(=O)C(C)C.O=Cc1ccc(F)cc1. (2) Given the product Cc1ccc(C(F)(F)F)cc1Nc1c(C(=O)N2CCC(c3ccccc3)CC2)cnc2c(C(=O)NS(=O)(=O)C3CC3)cnn12, predict the reactants needed to synthesize it. The reactants are: Cc1ccc(C(F)(F)F)cc1Nc1c(C(=O)N2CCC(c3ccccc3)CC2)cnc2c(C(=O)O)cnn12.NS(=O)(=O)C1CC1. (3) The reactants are: CCCCC(=O)Cl.ClCCCNCCc1ccccc1. Given the product CCCCC(=O)N(CCCCl)CCc1ccccc1, predict the reactants needed to synthesize it. (4) Given the product CCC[C@H](NC(=O)OC(C)(C)C)C(OCC)(OCC)C(=O)O, predict the reactants needed to synthesize it. The reactants are: CCC[C@H](NC(=O)OC(C)(C)C)C(OCC)(OCC)C(=O)OCC.